From a dataset of Merck oncology drug combination screen with 23,052 pairs across 39 cell lines. Regression. Given two drug SMILES strings and cell line genomic features, predict the synergy score measuring deviation from expected non-interaction effect. (1) Synergy scores: synergy=38.5. Drug 2: Cn1cc(-c2cnn3c(N)c(Br)c(C4CCCNC4)nc23)cn1. Cell line: SKMEL30. Drug 1: O=S1(=O)NC2(CN1CC(F)(F)F)C1CCC2Cc2cc(C=CCN3CCC(C(F)(F)F)CC3)ccc2C1. (2) Drug 1: COC12C(COC(N)=O)C3=C(C(=O)C(C)=C(N)C3=O)N1CC1NC12. Drug 2: CS(=O)(=O)CCNCc1ccc(-c2ccc3ncnc(Nc4ccc(OCc5cccc(F)c5)c(Cl)c4)c3c2)o1. Cell line: SKOV3. Synergy scores: synergy=11.3. (3) Drug 2: C=CCn1c(=O)c2cnc(Nc3ccc(N4CCN(C)CC4)cc3)nc2n1-c1cccc(C(C)(C)O)n1. Cell line: NCIH2122. Synergy scores: synergy=6.60. Drug 1: Nc1ccn(C2OC(CO)C(O)C2(F)F)c(=O)n1. (4) Drug 1: CN1C(=O)C=CC2(C)C3CCC4(C)C(NC(=O)OCC(F)(F)F)CCC4C3CCC12. Drug 2: CCC1(O)C(=O)OCc2c1cc1n(c2=O)Cc2cc3c(CN(C)C)c(O)ccc3nc2-1. Cell line: A2780. Synergy scores: synergy=10.8. (5) Drug 1: N#Cc1ccc(Cn2cncc2CN2CCN(c3cccc(Cl)c3)C(=O)C2)cc1. Drug 2: COc1cc(C2c3cc4c(cc3C(OC3OC5COC(C)OC5C(O)C3O)C3COC(=O)C23)OCO4)cc(OC)c1O. Cell line: HT29. Synergy scores: synergy=18.0. (6) Drug 1: C#Cc1cccc(Nc2ncnc3cc(OCCOC)c(OCCOC)cc23)c1. Drug 2: Cn1c(=O)n(-c2ccc(C(C)(C)C#N)cc2)c2c3cc(-c4cnc5ccccc5c4)ccc3ncc21. Cell line: UACC62. Synergy scores: synergy=21.0. (7) Drug 1: CCN(CC)CCNC(=O)c1c(C)[nH]c(C=C2C(=O)Nc3ccc(F)cc32)c1C. Drug 2: Cc1nc(Nc2ncc(C(=O)Nc3c(C)cccc3Cl)s2)cc(N2CCN(CCO)CC2)n1. Cell line: T47D. Synergy scores: synergy=9.44. (8) Drug 1: O=S1(=O)NC2(CN1CC(F)(F)F)C1CCC2Cc2cc(C=CCN3CCC(C(F)(F)F)CC3)ccc2C1. Drug 2: O=C(O)C1(Cc2cccc(Nc3nccs3)n2)CCC(Oc2cccc(Cl)c2F)CC1. Cell line: MSTO. Synergy scores: synergy=-8.82. (9) Drug 1: O=P1(N(CCCl)CCCl)NCCCO1. Drug 2: Cn1c(=O)n(-c2ccc(C(C)(C)C#N)cc2)c2c3cc(-c4cnc5ccccc5c4)ccc3ncc21. Cell line: RKO. Synergy scores: synergy=10.1.